This data is from Full USPTO retrosynthesis dataset with 1.9M reactions from patents (1976-2016). The task is: Predict the reactants needed to synthesize the given product. (1) Given the product [NH2:41][C:38]1[N:39]=[CH:40][C:35]([C:2]2[N:11]=[C:10]([NH:12][CH2:13][CH:14]([C:21]3[CH:26]=[CH:25][CH:24]=[CH:23][CH:22]=3)[C:15]3[CH:20]=[CH:19][CH:18]=[CH:17][CH:16]=3)[C:9]3[C:4](=[CH:5][CH:6]=[CH:7][CH:8]=3)[N:3]=2)=[CH:36][N:37]=1, predict the reactants needed to synthesize it. The reactants are: Cl[C:2]1[N:11]=[C:10]([NH:12][CH2:13][CH:14]([C:21]2[CH:26]=[CH:25][CH:24]=[CH:23][CH:22]=2)[C:15]2[CH:20]=[CH:19][CH:18]=[CH:17][CH:16]=2)[C:9]2[C:4](=[CH:5][CH:6]=[CH:7][CH:8]=2)[N:3]=1.CC1(C)C(C)(C)OB([C:35]2[CH:36]=[N:37][C:38]([NH2:41])=[N:39][CH:40]=2)O1.C(NC1C2C(=CC=CC=2)N=C(C2SC3C=CC=CC=3C=2)N=1)(C1C=CC=CC=1)C1C=CC=CC=1. (2) The reactants are: [CH3:1][O:2][C:3]1[CH:4]=[N:5][CH:6]=[C:7]([O:9][CH3:10])[CH:8]=1.C([Li])CCC.[Br:16]Br. Given the product [Br:16][C:8]1[C:7]([O:9][CH3:10])=[CH:6][N:5]=[CH:4][C:3]=1[O:2][CH3:1], predict the reactants needed to synthesize it. (3) Given the product [Cl:27][C:22]1[CH:23]=[CH:24][CH:25]=[CH:26][C:21]=1[C:12]1[N:11]([CH2:10][C:8]2[N:9]=[C:4]([NH2:3])[CH:5]=[CH:6][CH:7]=2)[C:19]2[C:14]([CH:13]=1)=[CH:15][CH:16]=[C:17]([O:20][C:29]1[CH:30]=[N:31][CH:32]=[N:33][CH:34]=1)[CH:18]=2, predict the reactants needed to synthesize it. The reactants are: [OH-].[Na+].[NH2:3][C:4]1[N:9]=[C:8]([CH2:10][N:11]2[C:19]3[C:14](=[CH:15][CH:16]=[C:17]([OH:20])[CH:18]=3)[CH:13]=[C:12]2[C:21]2[CH:26]=[CH:25][CH:24]=[CH:23][C:22]=2[Cl:27])[CH:7]=[CH:6][CH:5]=1.Br[C:29]1[CH:30]=[N:31][CH:32]=[N:33][CH:34]=1.CN(P(N(C)C)(N(C)C)=O)C. (4) Given the product [C:4]([C@H:6]1[CH2:7][N:8]([C@@H:12]([C:14]2[CH:15]=[CH:16][C:17]([O:20][CH3:21])=[CH:18][CH:19]=2)[CH3:13])[C:9](=[O:11])[CH2:10]1)(=[O:5])[CH3:23], predict the reactants needed to synthesize it. The reactants are: CON(C)[C:4]([C@@H:6]1[CH2:10][C:9](=[O:11])[N:8]([C@@H:12]([C:14]2[CH:19]=[CH:18][C:17]([O:20][CH3:21])=[CH:16][CH:15]=2)[CH3:13])[CH2:7]1)=[O:5].[CH3:23][Mg]Br. (5) Given the product [NH2:19][C:2]1[CH:3]=[CH:4][C:5]([F:18])=[C:6]([C@:8]2([CH2:16][F:17])[C@@H:14]3[C@@H:12]([CH2:13]3)[O:11][C:10]([NH2:15])=[N:9]2)[CH:7]=1, predict the reactants needed to synthesize it. The reactants are: Br[C:2]1[CH:3]=[CH:4][C:5]([F:18])=[C:6]([C@:8]2([CH2:16][F:17])[C@@H:14]3[C@@H:12]([CH2:13]3)[O:11][C:10]([NH2:15])=[N:9]2)[CH:7]=1.[N-:19]=[N+]=[N-].[Na+].[NH4+].[Cl-].[OH-].[NH4+].CP(C)C. (6) Given the product [CH3:1][C@:2]12[N:18]3[C:19]4[CH:20]=[CH:21][CH:22]=[CH:23][C:24]=4[C:25]4[C:26]5[CH2:31][NH:30][C:28](=[O:29])[C:27]=5[C:15]5=[C:16]([C:17]=43)[N:8]([C:9]3[CH:10]=[CH:11][CH:12]=[CH:13][C:14]=35)[C@H:6]([O:7]1)[CH2:5][C@@H:4]([NH:32][CH3:33])[C@H:3]2[O:34][CH3:35], predict the reactants needed to synthesize it. The reactants are: [CH3:1][C@:2]12[N:18]3[C:19]4[CH:20]=[CH:21][CH:22]=[CH:23][C:24]=4[C:25]4[C:26]5[CH2:31][NH:30][C:28](=[O:29])[C:27]=5[C:15]5=[C:16]([C:17]=43)[N:8]([C:9]3[CH:10]=[CH:11][CH:12]=[CH:13][C:14]=35)[CH:6]([O:7]1)[CH2:5][C@@H:4]([NH:32][CH3:33])[C@H:3]2[O:34][CH3:35].CCOP(OC1C(Cl)=CC(Cl)=C(Cl)C=1)(CC)=S.